From a dataset of Retrosynthesis with 50K atom-mapped reactions and 10 reaction types from USPTO. Predict the reactants needed to synthesize the given product. (1) Given the product CCCCCCC#Cc1ccc(OCc2ccccc2)c([N+](=O)[O-])c1, predict the reactants needed to synthesize it. The reactants are: C#CCCCCCC.O=[N+]([O-])c1cc(Br)ccc1OCc1ccccc1. (2) Given the product Fc1cc(F)cc(C2(F)CCNC2)c1, predict the reactants needed to synthesize it. The reactants are: Fc1cc(F)cc(C2(F)CCN(Cc3ccccc3)C2)c1. (3) The reactants are: COC(=O)[C@@H](C)Oc1ccc(C#N)c(F)c1. Given the product C[C@@H](Oc1ccc(C#N)c(F)c1)C(=O)O, predict the reactants needed to synthesize it. (4) Given the product CCOC(=O)c1ccccc1-c1ccccc1-c1cc(Cl)ccc1OCC(C)C, predict the reactants needed to synthesize it. The reactants are: CC(C)CBr.CCOC(=O)c1ccccc1-c1ccccc1-c1cc(Cl)ccc1O. (5) Given the product CC1(C)CCC(=O)Nc2cc(OCCCBr)ccc21, predict the reactants needed to synthesize it. The reactants are: BrCCCBr.CC1(C)CCC(=O)Nc2cc(O)ccc21.